From a dataset of Forward reaction prediction with 1.9M reactions from USPTO patents (1976-2016). Predict the product of the given reaction. (1) Given the reactants Cl[C:2]1[N:3]=[N:4][C:5]([Cl:12])=[CH:6][C:7]=1[C:8]([F:11])([F:10])[F:9].[C:13](=[O:20])([O:15][C:16]([CH3:19])([CH3:18])[CH3:17])[NH2:14].C(=O)([O-])[O-].[Cs+].[Cs+].CC1(C)C2C(=C(P(C3C=CC=CC=3)C3C=CC=CC=3)C=CC=2)OC2C(P(C3C=CC=CC=3)C3C=CC=CC=3)=CC=CC1=2, predict the reaction product. The product is: [Cl:12][C:5]1[N:4]=[N:3][C:2]([NH:14][C:13](=[O:20])[O:15][C:16]([CH3:19])([CH3:18])[CH3:17])=[C:7]([C:8]([F:11])([F:10])[F:9])[CH:6]=1. (2) Given the reactants [N+:1]([C:4]1[CH:5]=[N:6][C:7]2[NH:8][CH2:9][CH2:10][CH2:11][C:12]=2[C:13]=1[N:14]1[CH2:19][CH2:18][CH2:17][C@H:16]([NH:20][C:21](=[O:27])[O:22][C:23]([CH3:26])([CH3:25])[CH3:24])[CH2:15]1)([O-:3])=[O:2].[C:28](O[C:28]([O:30][C:31]([CH3:34])([CH3:33])[CH3:32])=[O:29])([O:30][C:31]([CH3:34])([CH3:33])[CH3:32])=[O:29], predict the reaction product. The product is: [C:23]([O:22][C:21]([NH:20][C@H:16]1[CH2:17][CH2:18][CH2:19][N:14]([C:13]2[C:4]([N+:1]([O-:3])=[O:2])=[CH:5][N:6]=[C:7]3[C:12]=2[CH2:11][CH2:10][CH2:9][N:8]3[C:28]([O:30][C:31]([CH3:34])([CH3:33])[CH3:32])=[O:29])[CH2:15]1)=[O:27])([CH3:24])([CH3:26])[CH3:25]. (3) Given the reactants [NH2:1][C:2]1[CH:7]=[CH:6][CH:5]=[C:4]([NH2:8])[C:3]=1[NH:9][CH2:10][CH:11]([OH:17])[CH2:12][C:13]([O:15][CH3:16])=[O:14].[Cl:18][C:19]1[CH:24]=[C:23]([Cl:25])[CH:22]=[CH:21][C:20]=1[N:26]=[C:27]=[S:28], predict the reaction product. The product is: [NH2:1][C:2]1[CH:7]=[CH:6][CH:5]=[C:4]([NH:8][C:27]([NH:26][C:20]2[CH:21]=[CH:22][C:23]([Cl:25])=[CH:24][C:19]=2[Cl:18])=[S:28])[C:3]=1[NH:9][CH2:10][CH:11]([OH:17])[CH2:12][C:13]([O:15][CH3:16])=[O:14]. (4) Given the reactants C1(P(C2C=CC=CC=2)C2C=CC=CC=2)C=CC=CC=1.[C:20]([Br:24])(Br)(Br)[Br:21].[CH2:25]([CH:29]1[CH2:32][CH:31]([CH:33]=O)[CH2:30]1)[CH:26]([CH3:28])[CH3:27].C(=O)([O-])[O-].[Na+].[Na+], predict the reaction product. The product is: [Br:21][C:20]([Br:24])=[CH:33][CH:31]1[CH2:32][CH:29]([CH2:25][CH:26]([CH3:28])[CH3:27])[CH2:30]1. (5) Given the reactants [CH3:1][C:2]1([CH3:27])[C:10]2[C:5](=[CH:6][C:7]([N:11]3[C:15](=[O:16])[C:14]([CH3:18])([CH3:17])[N:13]([CH2:19][C:20]4[CH:25]=[CH:24][N:23]=[CH:22][CH:21]=4)[C:12]3=[O:26])=[CH:8][CH:9]=2)[NH:4][CH2:3]1.Br[CH2:29][C:30]1[CH:35]=[CH:34][CH:33]=[CH:32][N:31]=1, predict the reaction product. The product is: [CH3:1][C:2]1([CH3:27])[C:10]2[C:5](=[CH:6][C:7]([N:11]3[C:15](=[O:16])[C:14]([CH3:17])([CH3:18])[N:13]([CH2:19][C:20]4[CH:25]=[CH:24][N:23]=[CH:22][CH:21]=4)[C:12]3=[O:26])=[CH:8][CH:9]=2)[N:4]([CH2:29][C:30]2[CH:35]=[CH:34][CH:33]=[CH:32][N:31]=2)[CH2:3]1. (6) Given the reactants C(OC(N1CCN(C(C2C3=NC=CC=C3N(C3C=CC=CC=3)C=2Cl)=O)CC1)=O)(C)(C)C.[Br-].CC([Zn+])C1C=CC=CC=1.F[B-](F)(F)F.C([PH+](C(C)(C)C)C(C)(C)C)(C)(C)C.Cl.Cl.Cl.[C:63]1([N:69]2[C:77]3[C:72](=[N:73][CH:74]=[CH:75][CH:76]=3)[C:71]([C:78]([N:80]3[CH2:85][CH2:84][NH:83][CH2:82][CH2:81]3)=[O:79])=[C:70]2[CH:86]([C:88]2[CH:93]=[CH:92][CH:91]=[CH:90][CH:89]=2)[CH3:87])[CH:68]=[CH:67][CH:66]=[CH:65][CH:64]=1, predict the reaction product. The product is: [C:63]1([N:69]2[C:77]3[C:72](=[N:73][CH:74]=[CH:75][CH:76]=3)[C:71]([C:78]([N:80]3[CH2:85][CH2:84][NH:83][CH2:82][CH2:81]3)=[O:79])=[C:70]2[CH:86]([C:88]2[CH:93]=[CH:92][CH:91]=[CH:90][CH:89]=2)[CH3:87])[CH:68]=[CH:67][CH:66]=[CH:65][CH:64]=1. (7) Given the reactants S(Cl)([Cl:3])=O.O[CH2:6][CH:7]1[CH2:11][N:10]([C:12]2[CH:17]=[CH:16][C:15]([O:18][CH2:19][CH2:20][CH2:21][N:22]3[CH2:26][CH2:25][CH2:24][CH:23]3[CH3:27])=[CH:14][CH:13]=2)[C:9](=[O:28])[CH2:8]1.C(N(CC)CC)C, predict the reaction product. The product is: [Cl:3][CH2:6][CH:7]1[CH2:11][N:10]([C:12]2[CH:17]=[CH:16][C:15]([O:18][CH2:19][CH2:20][CH2:21][N:22]3[CH2:26][CH2:25][CH2:24][CH:23]3[CH3:27])=[CH:14][CH:13]=2)[C:9](=[O:28])[CH2:8]1. (8) Given the reactants [N:1]1([C:6]2[CH:14]=[CH:13][C:9]([C:10]([OH:12])=O)=[CH:8][C:7]=2[C:15]([F:18])([F:17])[F:16])[CH2:5][CH2:4][CH2:3][CH2:2]1.[CH2:19]([C:21]1[CH:22]=[C:23]([CH:25]=[CH:26][CH:27]=1)[NH2:24])[CH3:20], predict the reaction product. The product is: [CH2:19]([C:21]1[CH:22]=[C:23]([NH:24][C:10](=[O:12])[C:9]2[CH:13]=[CH:14][C:6]([N:1]3[CH2:2][CH2:3][CH2:4][CH2:5]3)=[C:7]([C:15]([F:18])([F:17])[F:16])[CH:8]=2)[CH:25]=[CH:26][CH:27]=1)[CH3:20]. (9) Given the reactants [Cl:1][C:2]1[CH:7]=[CH:6][C:5]([S:8]([N:11]([CH3:17])[C:12](=[CH2:16])[C:13]([OH:15])=O)(=[O:10])=[O:9])=[CH:4][CH:3]=1.CCOC(OC(OCC)=O)=O.[N:29]1([C:34]2[CH:39]=[C:38]([CH2:40][NH2:41])[CH:37]=[C:36]([C:42]3[CH:47]=[CH:46][C:45]([C:48]([F:51])([F:50])[F:49])=[CH:44][CH:43]=3)[N:35]=2)[CH2:33][CH2:32][CH2:31][CH2:30]1, predict the reaction product. The product is: [Cl:1][C:2]1[CH:3]=[CH:4][C:5]([S:8]([N:11]([CH3:17])[C:12](=[CH2:16])[C:13]([NH:41][CH2:40][C:38]2[CH:37]=[C:36]([C:42]3[CH:43]=[CH:44][C:45]([C:48]([F:51])([F:49])[F:50])=[CH:46][CH:47]=3)[N:35]=[C:34]([N:29]3[CH2:30][CH2:31][CH2:32][CH2:33]3)[CH:39]=2)=[O:15])(=[O:9])=[O:10])=[CH:6][CH:7]=1.